From a dataset of Forward reaction prediction with 1.9M reactions from USPTO patents (1976-2016). Predict the product of the given reaction. (1) The product is: [CH3:1][NH:2][CH2:7][CH2:8][C:9]1[CH:10]=[C:11]2[C:15](=[CH:16][CH:17]=1)[NH:14][N:13]=[C:12]2[S:18]([C:21]1[CH:26]=[CH:25][CH:24]=[CH:23][CH:22]=1)(=[O:20])=[O:19]. Given the reactants [CH3:1][N:2]([CH2:7][CH2:8][C:9]1[CH:10]=[C:11]2[C:15](=[CH:16][CH:17]=1)[NH:14][N:13]=[C:12]2[S:18]([C:21]1[CH:26]=[CH:25][CH:24]=[CH:23][CH:22]=1)(=[O:20])=[O:19])C(=O)OC.COC(=O)N(CCC1C=CC(N)=C(CS(C2C=CC=CC=2)(=O)=O)C=1)C, predict the reaction product. (2) Given the reactants [NH:1]1[CH2:5][CH2:4][CH2:3][CH:2]1[CH2:6][O:7][C:8]1[CH:13]=[CH:12][C:11]([C:14]([O:16][CH3:17])=[O:15])=[CH:10][N:9]=1.[Cl:18][C:19]1[CH:24]=[CH:23][CH:22]=[CH:21][C:20]=1[NH:25][C:26](=[O:40])[NH:27][C:28]1[CH:33]=[CH:32][C:31]([CH2:34][C:35](O)=[O:36])=[CH:30][C:29]=1[O:38][CH3:39].CCN=C=NCCCN(C)C.Cl, predict the reaction product. The product is: [Cl:18][C:19]1[CH:24]=[CH:23][CH:22]=[CH:21][C:20]=1[NH:25][C:26](=[O:40])[NH:27][C:28]1[CH:33]=[CH:32][C:31]([CH2:34][C:35]([N:1]2[CH2:5][CH2:4][CH2:3][CH:2]2[CH2:6][O:7][C:8]2[CH:13]=[CH:12][C:11]([C:14]([O:16][CH3:17])=[O:15])=[CH:10][N:9]=2)=[O:36])=[CH:30][C:29]=1[O:38][CH3:39]. (3) Given the reactants [F:1][C:2]1[CH:3]=[C:4]([NH:8][CH2:9][C:10](O)=[O:11])[CH:5]=[CH:6][CH:7]=1.[BH4-].[Na+].II, predict the reaction product. The product is: [F:1][C:2]1[CH:3]=[C:4]([NH:8][CH2:9][CH2:10][OH:11])[CH:5]=[CH:6][CH:7]=1. (4) Given the reactants [O:1]1[C:6]2[CH:7]=[CH:8][CH:9]=[CH:10][C:5]=2[O:4][CH2:3][C@@H:2]1[C:11]([N:13]1[CH2:18][CH2:17][CH2:16][C@H:15]([C:19]2[CH:24]=[CH:23][C:22]([F:25])=[CH:21][CH:20]=2)[CH2:14]1)=O, predict the reaction product. The product is: [O:1]1[C:6]2[CH:7]=[CH:8][CH:9]=[CH:10][C:5]=2[O:4][CH2:3][C@@H:2]1[CH2:11][N:13]1[CH2:18][CH2:17][CH2:16][C@H:15]([C:19]2[CH:24]=[CH:23][C:22]([F:25])=[CH:21][CH:20]=2)[CH2:14]1. (5) Given the reactants C[O:2][C:3]([C:5]1[CH:28]=[CH:27][C:8]2[NH:9][C:10]([C:12]3[CH:13]=[CH:14][C:15]4[N:16]([CH2:25][CH3:26])[C:17]5[C:22]([C:23]=4[CH:24]=3)=[CH:21][CH:20]=[CH:19][CH:18]=5)=[N:11][C:7]=2[CH:6]=1)=[O:4].[CH3:29][O:30][CH2:31][C@H:32]1[CH2:34][O:33]1, predict the reaction product. The product is: [CH2:25]([N:16]1[C:15]2[CH:14]=[CH:13][C:12]([C:10]3[N:9]([CH2:34][C@@H:32]([OH:33])[CH2:31][O:30][CH3:29])[C:8]4[CH:27]=[CH:28][C:5]([C:3]([OH:2])=[O:4])=[CH:6][C:7]=4[N:11]=3)=[CH:24][C:23]=2[C:22]2[C:17]1=[CH:18][CH:19]=[CH:20][CH:21]=2)[CH3:26]. (6) Given the reactants [CH2:1]([OH:4])[CH2:2][OH:3].CCN(CC)CC.[Br:12][C:13]([CH3:18])([CH3:17])[C:14](Br)=[O:15], predict the reaction product. The product is: [OH:3][CH2:2][CH2:1][O:4][C:14](=[O:15])[C:13]([Br:12])([CH3:18])[CH3:17]. (7) Given the reactants C(=O)([O-])[O-].[K+].[K+].O[C:8]1[N:9]=[C:10]([C:25]2[CH:30]=[CH:29][CH:28]=[CH:27][CH:26]=2)[C:11]([C:15]2[CH:16]=[CH:17][C:18](=[O:24])[N:19]([CH:21]([CH3:23])[CH3:22])[N:20]=2)=[N:12][C:13]=1[CH3:14].ICC([NH2:35])=O.O, predict the reaction product. The product is: [NH2:35][C:8]1[N:9]=[C:10]([C:25]2[CH:30]=[CH:29][CH:28]=[CH:27][CH:26]=2)[C:11]([C:15]2[CH:16]=[CH:17][C:18](=[O:24])[N:19]([CH:21]([CH3:23])[CH3:22])[N:20]=2)=[N:12][C:13]=1[CH3:14].